Dataset: Full USPTO retrosynthesis dataset with 1.9M reactions from patents (1976-2016). Task: Predict the reactants needed to synthesize the given product. (1) Given the product [CH3:8][N:9]([C:23]1[CH:24]=[CH:25][C:26]([N+:29]([O-:31])=[O:30])=[CH:27][CH:28]=1)[CH2:10][CH2:11][N:39]1[CH2:44][CH2:43][CH2:42][CH2:41][CH2:40]1, predict the reactants needed to synthesize it. The reactants are: OC(C(F)(F)F)=O.[CH3:8][N:9]([C:23]1[CH:28]=[CH:27][C:26]([N+:29]([O-:31])=[O:30])=[CH:25][CH:24]=1)[CH2:10][CH2:11]OS(C1C=CC(C)=CC=1)(=O)=O.C(N(CC)CC)C.[NH:39]1[CH2:44][CH2:43][CH2:42][CH2:41][CH2:40]1. (2) The reactants are: [ClH:1].C(OC(=O)[NH:8][C@H:9]([C:13]([N:15]1[CH2:20][CH2:19][CH:18]([O:21][C:22]2[CH:27]=[CH:26][C:25]([Cl:28])=[CH:24][N:23]=2)[CH2:17][CH2:16]1)=[O:14])[CH:10]([CH3:12])[CH3:11])(C)(C)C. Given the product [ClH:28].[ClH:1].[Cl:28][C:25]1[CH:26]=[CH:27][C:22]([O:21][CH:18]2[CH2:19][CH2:20][N:15]([C:13](=[O:14])[C@@H:9]([NH2:8])[CH:10]([CH3:12])[CH3:11])[CH2:16][CH2:17]2)=[N:23][CH:24]=1, predict the reactants needed to synthesize it. (3) Given the product [NH2:30][C:18]1[C:19]([CH3:7])=[C:20]([CH:27]=[O:28])[C:21]([C:23]([F:26])([F:25])[F:24])=[CH:22][C:17]=1[C:16]([O:15][CH2:13][CH3:14])=[O:31], predict the reactants needed to synthesize it. The reactants are: [B-](F)(F)(F)C.[K+].[C:7](=O)([O-])[O-].[K+].[K+].[CH2:13]([O:15][C:16](=[O:31])[C:17]1[CH:22]=[C:21]([C:23]([F:26])([F:25])[F:24])[C:20]([CH:27]=[O:28])=[C:19](Br)[C:18]=1[NH2:30])[CH3:14].